This data is from Full USPTO retrosynthesis dataset with 1.9M reactions from patents (1976-2016). The task is: Predict the reactants needed to synthesize the given product. (1) Given the product [Cl:26][C:27]1[CH:32]=[CH:31][C:30]([S:33]([NH:36][C:37]2[C:46]3[C:41](=[CH:42][CH:43]=[CH:44][CH:45]=3)[C:40]([OH:47])=[C:39]([S:21][CH2:22][C:23]([OH:25])=[O:24])[CH:38]=2)(=[O:35])=[O:34])=[CH:29][CH:28]=1, predict the reactants needed to synthesize it. The reactants are: OC1C2C(=CC=CC=2)C(NS(C2SC=CC=2)(=O)=O)=CC=1[S:21][CH2:22][C:23]([OH:25])=[O:24].[Cl:26][C:27]1[CH:32]=[CH:31][C:30]([S:33](/[N:36]=[C:37]2\[CH:38]=[C:39](Cl)[C:40](=[O:47])[C:41]3[C:46]\2=[CH:45][CH:44]=[CH:43][CH:42]=3)(=[O:35])=[O:34])=[CH:29][CH:28]=1. (2) Given the product [CH3:1][N:2]([CH2:10][CH2:11][N:12]1[CH2:17][CH2:16][S:15][C:14]2[CH:18]=[CH:19][C:20]([NH:22][C:31]([C:27]3[S:26][CH:30]=[CH:29][CH:28]=3)=[NH:32])=[CH:21][C:13]1=2)[C:3](=[O:9])[O:4][C:5]([CH3:8])([CH3:7])[CH3:6], predict the reactants needed to synthesize it. The reactants are: [CH3:1][N:2]([CH2:10][CH2:11][N:12]1[CH2:17][CH2:16][S:15][C:14]2[CH:18]=[CH:19][C:20]([N+:22]([O-])=O)=[CH:21][C:13]1=2)[C:3](=[O:9])[O:4][C:5]([CH3:8])([CH3:7])[CH3:6].I.[S:26]1[CH:30]=[CH:29][CH:28]=[C:27]1[C:31](SC)=[NH:32]. (3) Given the product [NH2:39][C:14]1[CH:15]=[C:16]([S:19]([N:22]([CH2:28][C:29]2[CH:34]=[CH:33][C:32]([O:35][CH3:36])=[CH:31][C:30]=2[O:37][CH3:38])[C:23]2[S:27][N:26]=[CH:25][N:24]=2)(=[O:21])=[O:20])[CH:17]=[CH:18][C:13]=1[NH:12][C:3]1[CH:4]=[CH:5][C:6]([C:8]([F:9])([F:11])[F:10])=[CH:7][C:2]=1[Cl:1], predict the reactants needed to synthesize it. The reactants are: [Cl:1][C:2]1[CH:7]=[C:6]([C:8]([F:11])([F:10])[F:9])[CH:5]=[CH:4][C:3]=1[NH:12][C:13]1[CH:18]=[CH:17][C:16]([S:19]([N:22]([CH2:28][C:29]2[CH:34]=[CH:33][C:32]([O:35][CH3:36])=[CH:31][C:30]=2[O:37][CH3:38])[C:23]2[S:27][N:26]=[CH:25][N:24]=2)(=[O:21])=[O:20])=[CH:15][C:14]=1[N+:39]([O-])=O.C1COCC1.C(O)(=O)C.